This data is from Forward reaction prediction with 1.9M reactions from USPTO patents (1976-2016). The task is: Predict the product of the given reaction. (1) Given the reactants [NH2:1][CH2:2][C@H:3]1[N:8]([C:9]([C:11]2[N:12]=[C:13]([CH3:23])[S:14][C:15]=2[C:16]2[CH:21]=[CH:20][CH:19]=[C:18]([Cl:22])[CH:17]=2)=[O:10])[CH2:7][C@H:6]2[C@@H:4]1[CH2:5]2.[CH3:24][C:25]1[N:26]2[CH:35]=[CH:34][N:33]=[C:27]2[S:28][C:29]=1[C:30](O)=[O:31], predict the reaction product. The product is: [Cl:22][C:18]1[CH:17]=[C:16]([C:15]2[S:14][C:13]([CH3:23])=[N:12][C:11]=2[C:9]([N:8]2[CH2:7][C@H:6]3[C@H:4]([CH2:5]3)[C@H:3]2[CH2:2][NH:1][C:30]([C:29]2[S:28][C:27]3=[N:33][CH:34]=[CH:35][N:26]3[C:25]=2[CH3:24])=[O:31])=[O:10])[CH:21]=[CH:20][CH:19]=1. (2) Given the reactants [NH2:1][C:2]1[N:23]=[C:22](Cl)[CH:21]=[CH:20][C:3]=1[C:4]([NH:6][CH2:7][C:8]1[S:9][C:10]([O:13][C:14]2[CH:19]=[CH:18][CH:17]=[CH:16][CH:15]=2)=[CH:11][CH:12]=1)=[O:5].[CH:25]1C=CC(CC(NCN[C@H](C(O)=O)CC2C=CC([N+]([O-])=O)=CC=2)=O)=C[CH:26]=1.C1(C)C(C)=CC=CC=1.C([Sn](CCCC)(CCCC)CCCC)=C, predict the reaction product. The product is: [NH2:1][C:2]1[N:23]=[C:22]([CH:25]=[CH2:26])[CH:21]=[CH:20][C:3]=1[C:4]([NH:6][CH2:7][C:8]1[S:9][C:10]([O:13][C:14]2[CH:19]=[CH:18][CH:17]=[CH:16][CH:15]=2)=[CH:11][CH:12]=1)=[O:5].